From a dataset of Catalyst prediction with 721,799 reactions and 888 catalyst types from USPTO. Predict which catalyst facilitates the given reaction. (1) Reactant: Br[C:2]1[CH:7]=[C:6]([C:8]([F:11])([F:10])[F:9])[CH:5]=[CH:4][C:3]=1[N:12]1[CH2:17][CH2:16][O:15][C:14]2[CH:18]=[C:19]([S:22]([NH:25][C:26]3[S:30][N:29]=[CH:28][N:27]=3)(=[O:24])=[O:23])[CH:20]=[CH:21][C:13]1=2.[CH3:31][N:32]1[C:36](B2OC(C)(C)C(C)(C)O2)=[CH:35][CH:34]=[N:33]1.C([O-])([O-])=O.[K+].[K+].Cl. Product: [CH3:31][N:32]1[C:36]([C:2]2[CH:7]=[C:6]([C:8]([F:11])([F:10])[F:9])[CH:5]=[CH:4][C:3]=2[N:12]2[CH2:17][CH2:16][O:15][C:14]3[CH:18]=[C:19]([S:22]([NH:25][C:26]4[S:30][N:29]=[CH:28][N:27]=4)(=[O:24])=[O:23])[CH:20]=[CH:21][C:13]2=3)=[CH:35][CH:34]=[N:33]1. The catalyst class is: 70. (2) Reactant: [F:1][C:2]1[C:7]([CH3:8])=[CH:6][CH:5]=[CH:4][C:3]=1[N:9]1[C:13]([OH:14])=[CH:12][C:11]([C:15]([O:17][CH2:18][CH3:19])=[O:16])=[N:10]1.C(N(CC)CC)C.C1C=CC(N([S:34]([C:37]([F:40])([F:39])[F:38])(=[O:36])=[O:35])[S:34]([C:37]([F:40])([F:39])[F:38])(=[O:36])=[O:35])=CC=1.O. Product: [F:1][C:2]1[C:7]([CH3:8])=[CH:6][CH:5]=[CH:4][C:3]=1[N:9]1[C:13]([O:14][S:34]([C:37]([F:40])([F:39])[F:38])(=[O:36])=[O:35])=[CH:12][C:11]([C:15]([O:17][CH2:18][CH3:19])=[O:16])=[N:10]1. The catalyst class is: 7. (3) Reactant: [Cl:1][C:2]1[N:3]=[C:4]2[NH:11][C@:10]([CH3:16])([C:12]([F:15])([F:14])[F:13])[CH2:9][N:5]2[C:6](=[O:8])[CH:7]=1.[CH2:17]([O:24][C:25]1[CH:30]=[CH:29][C:28]([CH2:31][CH2:32]Br)=[CH:27][CH:26]=1)[C:18]1[CH:23]=[CH:22][CH:21]=[CH:20][CH:19]=1.C(=O)([O-])[O-].[Cs+].[Cs+]. Product: [CH2:17]([O:24][C:25]1[CH:26]=[CH:27][C:28]([CH2:31][CH2:32][N:11]2[C:4]3=[N:3][C:2]([Cl:1])=[CH:7][C:6](=[O:8])[N:5]3[CH2:9][C@@:10]2([CH3:16])[C:12]([F:13])([F:14])[F:15])=[CH:29][CH:30]=1)[C:18]1[CH:19]=[CH:20][CH:21]=[CH:22][CH:23]=1. The catalyst class is: 3.